From a dataset of Full USPTO retrosynthesis dataset with 1.9M reactions from patents (1976-2016). Predict the reactants needed to synthesize the given product. (1) Given the product [CH3:10][N:8]1[CH:9]=[C:5]([C:3](=[O:2])[CH3:4])[N:6]=[CH:7]1, predict the reactants needed to synthesize it. The reactants are: C[O:2][C:3]([C:5]1[N:6]=[CH:7][N:8]([CH3:10])[CH:9]=1)=[CH2:4]. (2) Given the product [C:5](#[N:6])[CH2:1][CH:2]=[CH:3][CH3:4].[CH3:1][CH:2]([CH:3]=[CH2:4])[C:5]#[N:6], predict the reactants needed to synthesize it. The reactants are: [CH2:1]=[CH:2][CH:3]=[CH2:4].[CH:5]#[N:6]. (3) Given the product [Cl:25][C:6]1[C:5]2[C:10](=[CH:11][C:12]([O:13][CH2:14][CH2:15][CH2:16][N:17]3[CH2:21][CH2:20][CH2:19][CH2:18]3)=[C:3]([O:2][CH3:1])[CH:4]=2)[N:9]=[CH:8][CH:7]=1, predict the reactants needed to synthesize it. The reactants are: [CH3:1][O:2][C:3]1[CH:4]=[C:5]2[C:10](=[CH:11][C:12]=1[O:13][CH2:14][CH2:15][CH2:16][N:17]1[CH2:21][CH2:20][CH2:19][CH2:18]1)[NH:9][CH:8]=[CH:7][C:6]2=O.O=P(Cl)(Cl)[Cl:25].[OH-].[K+]. (4) Given the product [CH3:33][O:32][C:30]1[CH:31]=[C:26]([CH2:25][CH2:24][C:14]2[NH:15][N:16]=[C:12]([NH:11][C:46](=[O:47])[C:45]3[CH:50]=[CH:51][CH:52]=[CH:53][C:44]=3[NH:43][CH2:42][C:40]3[O:39][N:38]=[C:37]([CH3:36])[CH:41]=3)[CH:13]=2)[CH:27]=[C:28]([O:34][CH3:35])[CH:29]=1, predict the reactants needed to synthesize it. The reactants are: C[Si]([N-][Si](C)(C)C)(C)C.[Na+].[NH2:11][C:12]1[N:16](C(OC(C)(C)C)=O)[N:15]=[C:14]([CH2:24][CH2:25][C:26]2[CH:31]=[C:30]([O:32][CH3:33])[CH:29]=[C:28]([O:34][CH3:35])[CH:27]=2)[CH:13]=1.[CH3:36][C:37]1[CH:41]=[C:40]([CH2:42][NH:43][C:44]2[CH:53]=[CH:52][CH:51]=[CH:50][C:45]=2[C:46](OC)=[O:47])[O:39][N:38]=1. (5) Given the product [CH3:1][O:2][C:3]1[C:7]([NH2:8])=[CH:6][N:5]([C@H:11]2[CH2:15][CH2:14][N:13]([CH3:16])[CH2:12]2)[N:4]=1, predict the reactants needed to synthesize it. The reactants are: [CH3:1][O:2][C:3]1[C:7]([N+:8]([O-])=O)=[CH:6][N:5]([C@H:11]2[CH2:15][CH2:14][N:13]([CH3:16])[CH2:12]2)[N:4]=1. (6) Given the product [CH3:44][O:43][CH:31]1[CH:30]([N:28]2[CH2:29][C:26]([CH2:25][C:23]#[N:24])([N:1]3[CH:5]=[C:4]([C:6]4[C:7]5[CH:14]=[CH:13][N:12]([CH2:15][O:16][CH2:17][CH2:18][Si:19]([CH3:22])([CH3:21])[CH3:20])[C:8]=5[N:9]=[CH:10][N:11]=4)[CH:3]=[N:2]3)[CH2:27]2)[CH2:35][CH2:34][NH:33][CH2:32]1, predict the reactants needed to synthesize it. The reactants are: [NH:1]1[CH:5]=[C:4]([C:6]2[C:7]3[CH:14]=[CH:13][N:12]([CH2:15][O:16][CH2:17][CH2:18][Si:19]([CH3:22])([CH3:21])[CH3:20])[C:8]=3[N:9]=[CH:10][N:11]=2)[CH:3]=[N:2]1.[C:23]([CH:25]=[C:26]1[CH2:29][N:28]([C@H:30]2[CH2:35][CH2:34][N:33](C(OC(C)(C)C)=O)[CH2:32][C@H:31]2[O:43][CH3:44])[CH2:27]1)#[N:24].N12CCCN=C1CCCCC2.Cl. (7) Given the product [F:1][C:2]1[CH:7]=[CH:6][C:5]([C:8]2[N:9]=[C:10]([CH2:13][N:14]([CH2:27][C:28]([F:31])([F:29])[F:30])[C:15]3[CH:22]=[CH:21][C:18]([C:19]#[N:20])=[C:17]([C:23]([F:25])([F:26])[F:24])[CH:16]=3)[NH:11][N:12]=2)=[CH:4][CH:3]=1, predict the reactants needed to synthesize it. The reactants are: [F:1][C:2]1[CH:7]=[CH:6][C:5]([C:8]2[N:9](CC3C=CC=CC=3)[C:10]([CH2:13][N:14]([CH2:27][C:28]([F:31])([F:30])[F:29])[C:15]3[CH:22]=[CH:21][C:18]([C:19]#[N:20])=[C:17]([C:23]([F:26])([F:25])[F:24])[CH:16]=3)=[N:11][N:12]=2)=[CH:4][CH:3]=1. (8) Given the product [CH:27]1([CH2:26][C@H:13]([NH:12][C:1](=[O:3])[C:4]2[CH:11]=[CH:10][CH:9]=[C:6]([CH:7]=[O:8])[CH:5]=2)[CH2:14][N:15]([CH3:25])[C:16](=[O:24])[O:17][CH2:18][CH2:19][Si:20]([CH3:22])([CH3:21])[CH3:23])[CH2:28][CH2:29][CH2:30][CH2:31][CH2:32]1, predict the reactants needed to synthesize it. The reactants are: [C:1]([C:4]1[CH:5]=[C:6]([CH:9]=[CH:10][CH:11]=1)[CH:7]=[O:8])([OH:3])=O.[NH2:12][C@@H:13]([CH2:26][CH:27]1[CH2:32][CH2:31][CH2:30][CH2:29][CH2:28]1)[CH2:14][N:15]([CH3:25])[C:16](=[O:24])[O:17][CH2:18][CH2:19][Si:20]([CH3:23])([CH3:22])[CH3:21].C(Cl)CCl.CCN(C(C)C)C(C)C.